Task: Predict the reaction yield, written as a fraction of the theoretical maximum amount of product (1.0 means a 100% yield; for example, 0.34 means a 34% yield).. Dataset: Reaction yield outcomes from USPTO patents with 853,638 reactions (1) The reactants are [Cl:1][C:2]1[CH:21]=[C:20]([CH3:22])[CH:19]=[C:18]([Cl:23])[C:3]=1[O:4][C@H:5]1[CH2:9][CH2:8][N:7]([C:10]2[N:15]=[CH:14][C:13]([CH:16]=O)=[CH:12][CH:11]=2)[CH2:6]1.[C:24]([CH2:26][C:27]([OH:29])=[O:28])#[N:25].N1CCCCC1. The catalyst is C1(C)C=CC=CC=1. The product is [C:24](/[C:26](=[CH:16]\[C:13]1[CH:14]=[N:15][C:10]([N:7]2[CH2:8][CH2:9][C@H:5]([O:4][C:3]3[C:2]([Cl:1])=[CH:21][C:20]([CH3:22])=[CH:19][C:18]=3[Cl:23])[CH2:6]2)=[CH:11][CH:12]=1)/[C:27]([OH:29])=[O:28])#[N:25]. The yield is 0.670. (2) The reactants are Cl.[NH2:2][C:3]1[C:11]([OH:12])=[C:10]2[C:6]([CH2:7][CH2:8][CH:9]2[CH2:13][CH2:14][NH:15][C:16](=[O:18])[CH3:17])=[CH:5][CH:4]=1.[F:19][C:20]([F:31])([F:30])[C:21](O[C:21](=[O:22])[C:20]([F:31])([F:30])[F:19])=[O:22].O. The catalyst is N1C=CC=CC=1. The product is [C:16]([NH:15][CH2:14][CH2:13][CH:9]1[C:10]2[C:6](=[CH:5][CH:4]=[C:3]([NH:2][C:21](=[O:22])[C:20]([F:31])([F:30])[F:19])[C:11]=2[OH:12])[CH2:7][CH2:8]1)(=[O:18])[CH3:17]. The yield is 0.230. (3) The reactants are [CH2:1]([O:3][C:4]([CH:6]1[CH2:10][CH2:9][NH:8][CH:7]1[C:11]1[CH:16]=[C:15]([CH3:17])[N:14]=[C:13]([N:18]2[CH:22]=[CH:21][N:20]=[CH:19]2)[N:12]=1)=[O:5])[CH3:2].C=O.CO.[C:27](O[BH-](OC(=O)C)OC(=O)C)(=O)C.[Na+]. The catalyst is O.C(O)(=O)C. The product is [CH2:1]([O:3][C:4]([CH:6]1[CH2:10][CH2:9][N:8]([CH3:27])[CH:7]1[C:11]1[CH:16]=[C:15]([CH3:17])[N:14]=[C:13]([N:18]2[CH:22]=[CH:21][N:20]=[CH:19]2)[N:12]=1)=[O:5])[CH3:2]. The yield is 0.420.